Dataset: Forward reaction prediction with 1.9M reactions from USPTO patents (1976-2016). Task: Predict the product of the given reaction. The product is: [CH2:18]([N:16]1[CH:17]=[C:12]([C:4]2[S:3][C:2]([NH:1][C:21]([C:22]3[CH:27]=[CH:26][N:25]=[CH:24][CH:23]=3)=[O:28])=[N:6][C:5]=2[C:7]2[O:8][CH:9]=[CH:10][CH:11]=2)[CH:13]=[CH:14][C:15]1=[O:20])[CH3:19]. Given the reactants [NH2:1][C:2]1[S:3][C:4]([C:12]2[CH:13]=[CH:14][C:15](=[O:20])[N:16]([CH2:18][CH3:19])[CH:17]=2)=[C:5]([C:7]2[O:8][CH:9]=[CH:10][CH:11]=2)[N:6]=1.[C:21](O)(=[O:28])[C:22]1[CH:27]=[CH:26][N:25]=[CH:24][CH:23]=1.C1CN([P+](ON2N=NC3C=CC=CC2=3)(N2CCCC2)N2CCCC2)CC1.F[P-](F)(F)(F)(F)F.C(N(CC)CC)C, predict the reaction product.